Dataset: Forward reaction prediction with 1.9M reactions from USPTO patents (1976-2016). Task: Predict the product of the given reaction. (1) Given the reactants [Cl:1][C:2]1[CH:7]=[CH:6][C:5]([CH:8]([O:12][CH2:13][C:14]#[CH:15])[C:9](Cl)=[O:10])=[CH:4][CH:3]=1.[NH2:16][C:17]1[C:18]([C:23]2[CH:28]=[CH:27][C:26]([O:29][CH2:30][C:31]#[CH:32])=[C:25]([O:33][CH3:34])[CH:24]=2)=[N:19][CH:20]=[CH:21][CH:22]=1.C(N(CC)CC)C.O1CCCC1, predict the reaction product. The product is: [CH3:34][O:33][C:25]1[CH:24]=[C:23]([C:18]2[C:17]([NH:16][C:9](=[O:10])[CH:8]([O:12][CH2:13][C:14]#[CH:15])[C:5]3[CH:6]=[CH:7][C:2]([Cl:1])=[CH:3][CH:4]=3)=[CH:22][CH:21]=[CH:20][N:19]=2)[CH:28]=[CH:27][C:26]=1[O:29][CH2:30][C:31]#[CH:32]. (2) The product is: [N+:1]([C:4]1[CH:11]=[CH:10][C:7]([CH2:8][O:19][CH2:18][C:13]2[CH:14]=[CH:15][CH:16]=[CH:17][N:12]=2)=[CH:6][CH:5]=1)([O-:3])=[O:2]. Given the reactants [N+:1]([C:4]1[CH:11]=[CH:10][C:7]([CH2:8]Br)=[CH:6][CH:5]=1)([O-:3])=[O:2].[N:12]1[CH:17]=[CH:16][CH:15]=[CH:14][C:13]=1[CH2:18][OH:19].[OH-].[Na+], predict the reaction product. (3) Given the reactants C([O:3][C:4](=[O:24])[CH2:5][CH:6]1[O:10][B:9]([OH:11])[C:8]2[CH:12]=[C:13]([O:17][C:18]3[CH:23]=[CH:22][CH:21]=[CH:20][N:19]=3)[CH:14]=[C:15]([CH3:16])[C:7]1=2)C.[Li+].[OH-].Cl, predict the reaction product. The product is: [OH:11][B:9]1[C:8]2[CH:12]=[C:13]([O:17][C:18]3[CH:23]=[CH:22][CH:21]=[CH:20][N:19]=3)[CH:14]=[C:15]([CH3:16])[C:7]=2[CH:6]([CH2:5][C:4]([OH:24])=[O:3])[O:10]1. (4) Given the reactants [OH:1][CH:2]1[CH2:7][CH2:6][CH:5]([NH:8][C:9](=[O:19])[CH2:10]P(=O)(OCC)OCC)[CH2:4][CH2:3]1.[CH:20]1([S:25][C:26]2[CH:33]=[CH:32][CH:31]=[CH:30][C:27]=2[CH:28]=O)[CH2:24][CH2:23][CH2:22][CH2:21]1, predict the reaction product. The product is: [CH:20]1([S:25][C:26]2[CH:33]=[CH:32][CH:31]=[CH:30][C:27]=2/[CH:28]=[CH:10]/[C:9]([NH:8][CH:5]2[CH2:4][CH2:3][CH:2]([OH:1])[CH2:7][CH2:6]2)=[O:19])[CH2:24][CH2:23][CH2:22][CH2:21]1.